From a dataset of Catalyst prediction with 721,799 reactions and 888 catalyst types from USPTO. Predict which catalyst facilitates the given reaction. (1) Reactant: [CH2:1]([O:3][C:4](=[O:39])[CH2:5][CH2:6][CH2:7][O:8][C:9]1[CH:14]=[CH:13][CH:12]=[C:11]([CH2:15][CH2:16][CH2:17][CH2:18][CH2:19][CH2:20][O:21][C:22]2[CH:27]=[C:26]([O:28][CH2:29][CH3:30])[CH:25]=[C:24](Br)[CH:23]=2)[C:10]=1[CH2:32][CH2:33][C:34]([O:36][CH2:37][CH3:38])=[O:35])[CH3:2].[S:40]1[CH:44]=[CH:43][C:42](B(O)O)=[CH:41]1.C(=O)([O-])[O-].[Cs+].[Cs+]. Product: [CH2:1]([O:3][C:4](=[O:39])[CH2:5][CH2:6][CH2:7][O:8][C:9]1[CH:14]=[CH:13][CH:12]=[C:11]([CH2:15][CH2:16][CH2:17][CH2:18][CH2:19][CH2:20][O:21][C:22]2[CH:23]=[C:24]([C:42]3[CH:43]=[CH:44][S:40][CH:41]=3)[CH:25]=[C:26]([O:28][CH2:29][CH3:30])[CH:27]=2)[C:10]=1[CH2:32][CH2:33][C:34]([O:36][CH2:37][CH3:38])=[O:35])[CH3:2]. The catalyst class is: 140. (2) Reactant: [F:1][C:2]1[C:21]([CH3:22])=[CH:20][C:5]([C:6]([NH:8][CH2:9][CH2:10][C:11]2[CH:16]=[CH:15][C:14]([CH:17]([CH3:19])[CH3:18])=[CH:13][CH:12]=2)=O)=[CH:4][C:3]=1[CH3:23].O=P12OP3(OP(OP(O3)(O1)=O)(=O)O2)=O. Product: [F:1][C:2]1[C:21]([CH3:22])=[CH:20][C:5]([C:6]2[C:16]3[C:11](=[CH:12][CH:13]=[C:14]([CH:17]([CH3:19])[CH3:18])[CH:15]=3)[CH2:10][CH2:9][N:8]=2)=[CH:4][C:3]=1[CH3:23]. The catalyst class is: 113. (3) The catalyst class is: 1. Reactant: O[CH:2]=[C:3]1[C:11]2[C:6](=[CH:7][CH:8]=[C:9]([C:12]([C:14]3[CH:19]=[CH:18][C:17]([NH:20][C:21](=[O:23])[CH3:22])=[CH:16][CH:15]=3)=[O:13])[CH:10]=2)[NH:5][C:4]1=[O:24].[CH3:25][N:26]1[CH2:31][CH2:30][N:29]([C:32]2[CH:37]=[CH:36][C:35]([NH2:38])=[CH:34][CH:33]=2)[CH2:28][CH2:27]1. Product: [CH3:25][N:26]1[CH2:27][CH2:28][N:29]([C:32]2[CH:37]=[CH:36][C:35]([NH:38][CH:2]=[C:3]3[C:11]4[C:6](=[CH:7][CH:8]=[C:9]([C:12]([C:14]5[CH:19]=[CH:18][C:17]([NH:20][C:21](=[O:23])[CH3:22])=[CH:16][CH:15]=5)=[O:13])[CH:10]=4)[NH:5][C:4]3=[O:24])=[CH:34][CH:33]=2)[CH2:30][CH2:31]1. (4) Reactant: C[O:2][C:3](=O)[CH:4]([NH:11][C:12](=[O:40])[CH2:13][CH2:14][CH:15]([N:22]1[CH2:31][C:30]2[C:25](=[CH:26][CH:27]=[C:28]([O:32][C:33]3[CH:38]=[CH:37][CH:36]=[CH:35][CH:34]=3)[CH:29]=2)[N:24]=[C:23]1[NH2:39])[CH:16]1[CH2:21][CH2:20][CH2:19][CH2:18][CH2:17]1)[CH2:5][O:6][C:7]([CH3:10])([CH3:9])[CH3:8].[BH4-].[Na+]. Product: [NH2:39][C:23]1[N:22]([C@H:15]([CH:16]2[CH2:17][CH2:18][CH2:19][CH2:20][CH2:21]2)[CH2:14][CH2:13][C:12]([NH:11][C@H:4]([CH2:5][O:6][C:7]([CH3:10])([CH3:9])[CH3:8])[CH2:3][OH:2])=[O:40])[CH2:31][C:30]2[C:25](=[CH:26][CH:27]=[C:28]([O:32][C:33]3[CH:34]=[CH:35][CH:36]=[CH:37][CH:38]=3)[CH:29]=2)[N:24]=1. The catalyst class is: 5.